Dataset: Cav3 T-type calcium channel HTS with 100,875 compounds. Task: Binary Classification. Given a drug SMILES string, predict its activity (active/inactive) in a high-throughput screening assay against a specified biological target. The molecule is S(c1n(nnn1)c1ccc(cc1)C(OC)=O)CC(=O)Nc1c(OCC)cccc1. The result is 0 (inactive).